This data is from Forward reaction prediction with 1.9M reactions from USPTO patents (1976-2016). The task is: Predict the product of the given reaction. (1) Given the reactants [N+:1]([O-:4])(O)=[O:2].[Br:5][C:6]1[CH:11]=[C:10]([F:12])[CH:9]=[CH:8][C:7]=1[N:13]1[C:17](=[O:18])[N:16]([CH3:19])[N:15]=[N:14]1.CCOC(C)=O, predict the reaction product. The product is: [Br:5][C:6]1[CH:11]=[C:10]([F:12])[C:9]([N+:1]([O-:4])=[O:2])=[CH:8][C:7]=1[N:13]1[C:17](=[O:18])[N:16]([CH3:19])[N:15]=[N:14]1. (2) Given the reactants Cl[CH2:2][C:3]([NH:5][C:6]1[CH:19]=[CH:18][C:17]2[C:16](=[O:20])[C:15]3[C:10](=[CH:11][C:12]([NH:21][C:22](=[O:25])[CH2:23]Cl)=[CH:13][CH:14]=3)[C:9](=[O:26])[C:8]=2[CH:7]=1)=[O:4].[CH:27]([NH2:30])([CH3:29])[CH3:28].[N:31]1[CH:36]=[CH:35]C=CC=1.[CH3:37]N(C)C=O, predict the reaction product. The product is: [CH:27]([NH:30][CH2:2][C:3]([NH:5][C:6]1[CH:19]=[CH:18][C:17]2[C:16](=[O:20])[C:15]3[C:10](=[CH:11][C:12]([NH:21][C:22](=[O:25])[CH2:23][NH:31][CH:36]([CH3:35])[CH3:37])=[CH:13][CH:14]=3)[C:9](=[O:26])[C:8]=2[CH:7]=1)=[O:4])([CH3:29])[CH3:28]. (3) Given the reactants [N:1]1[CH:6]=[CH:5][N:4]=[CH:3][C:2]=1[NH:7][C:8]([NH:10][C:11]1[C:20]2[C:15](=[CH:16][CH:17]=[C:18]([C:21]([F:24])([F:23])[F:22])[CH:19]=2)[N:14]=[CH:13][CH:12]=1)=[O:9].[H-].[Na+].[CH3:27]I, predict the reaction product. The product is: [CH3:27][N:7]([C:2]1[CH:3]=[N:4][CH:5]=[CH:6][N:1]=1)[C:8]([NH:10][C:11]1[C:20]2[C:15](=[CH:16][CH:17]=[C:18]([C:21]([F:24])([F:22])[F:23])[CH:19]=2)[N:14]=[CH:13][CH:12]=1)=[O:9]. (4) Given the reactants [Cl:1][C:2]1[C:3]([N:15]2[CH2:20][CH2:19][N:18](C(OC(C)(C)C)=O)[CH2:17][CH2:16]2)=[N:4][CH:5]=[C:6]([C:8]2[O:9][C:10]([CH2:13][CH3:14])=[CH:11][N:12]=2)[CH:7]=1.[C:28]([OH:34])([C:30]([F:33])([F:32])[F:31])=[O:29], predict the reaction product. The product is: [F:31][C:30]([F:33])([F:32])[C:28]([OH:34])=[O:29].[F:31][C:30]([F:33])([F:32])[C:28]([OH:34])=[O:29].[Cl:1][C:2]1[C:3]([N:15]2[CH2:20][CH2:19][NH:18][CH2:17][CH2:16]2)=[N:4][CH:5]=[C:6]([C:8]2[O:9][C:10]([CH2:13][CH3:14])=[CH:11][N:12]=2)[CH:7]=1. (5) Given the reactants [NH2:1][C:2]1[CH:3]=[CH:4][C:5]([F:20])=[C:6]([C@:8]2([CH3:19])[C:13]([F:15])([F:14])[C:12]([CH3:17])([CH3:16])[O:11][C:10]([NH2:18])=[N:9]2)[CH:7]=1.[C:21]([C:23]1[CH:24]=[CH:25][C:26]([C:29](O)=[O:30])=[N:27][CH:28]=1)#[N:22], predict the reaction product. The product is: [NH2:18][C:10]1[O:11][C:12]([CH3:16])([CH3:17])[C:13]([F:14])([F:15])[C@:8]([C:6]2[CH:7]=[C:2]([NH:1][C:29]([C:26]3[CH:25]=[CH:24][C:23]([C:21]#[N:22])=[CH:28][N:27]=3)=[O:30])[CH:3]=[CH:4][C:5]=2[F:20])([CH3:19])[N:9]=1.